Dataset: Full USPTO retrosynthesis dataset with 1.9M reactions from patents (1976-2016). Task: Predict the reactants needed to synthesize the given product. (1) Given the product [O:1]1[C:5]2[CH:6]=[CH:7][C:8]([C:10]3([CH2:25][C:26]([OH:28])=[O:27])[C:18]4[C:13](=[CH:14][CH:15]=[CH:16][CH:17]=4)[N:12]([CH2:19][CH2:20][CH2:21][CH2:22][CH3:23])[C:11]3=[O:24])=[CH:9][C:4]=2[O:3][CH2:2]1, predict the reactants needed to synthesize it. The reactants are: [O:1]1[C:5]2[CH:6]=[CH:7][C:8]([C:10]3([CH2:25][C:26]([O:28]C)=[O:27])[C:18]4[C:13](=[CH:14][CH:15]=[CH:16][CH:17]=4)[N:12]([CH2:19][CH2:20][CH2:21][CH2:22][CH3:23])[C:11]3=[O:24])=[CH:9][C:4]=2[O:3][CH2:2]1.O.[OH-].[Li+]. (2) Given the product [F:2][C:3]1([F:9])[CH2:8][CH2:7][N:6]([C:17]2[N:22]=[CH:21][N:20]=[C:19]3[N:23]([CH2:26][CH2:27][N:28]4[CH2:33][CH2:32][CH2:31][CH2:30][CH2:29]4)[N:24]=[CH:25][C:18]=23)[CH2:5][CH2:4]1, predict the reactants needed to synthesize it. The reactants are: Cl.[F:2][C:3]1([F:9])[CH2:8][CH2:7][NH:6][CH2:5][CH2:4]1.C(=O)([O-])[O-].[K+].[K+].Cl[C:17]1[N:22]=[CH:21][N:20]=[C:19]2[N:23]([CH2:26][CH2:27][N:28]3[CH2:33][CH2:32][CH2:31][CH2:30][CH2:29]3)[N:24]=[CH:25][C:18]=12. (3) Given the product [C:42]([O:12][CH:11]([C:9]1[N:10]=[C:6]2[N:7]=[C:2]([CH3:1])[C:3]3[CH2:15][CH2:14][CH2:13][C:4]=3[N:5]2[N:8]=1)[C:30]1([Br:34])[C:29](=[O:35])[N:28]2[C@@H:31]1[S:32][CH:33]=[C:27]2[C:25]([O:24][CH2:23][C:22]1[CH:36]=[CH:37][C:19]([N+:16]([O-:18])=[O:17])=[CH:20][CH:21]=1)=[O:26])(=[O:41])[CH3:43], predict the reactants needed to synthesize it. The reactants are: [CH3:1][C:2]1[N:7]2[N:8]=[C:9]([CH:11]=[O:12])[N:10]=[C:6]2[N:5]=[C:4]2[CH2:13][CH2:14][CH2:15][C:3]=12.[N+:16]([C:19]1[CH:37]=[CH:36][C:22]([CH2:23][O:24][C:25]([C:27]2[N:28]3[C@H:31]([S:32][CH:33]=2)[C@@H:30]([Br:34])[C:29]3=[O:35])=[O:26])=[CH:21][CH:20]=1)([O-:18])=[O:17].[Mg+2].[Br-].[Br-].[O:41](CC)[CH2:42][CH3:43].C(OC(=O)C)(=O)C. (4) Given the product [O:10]1[CH2:11][CH2:12][CH:7]([O:6][C:5]2[CH:13]=[CH:14][C:2]([S:20]([Cl:23])(=[O:22])=[O:21])=[CH:3][CH:4]=2)[CH2:8][CH2:9]1, predict the reactants needed to synthesize it. The reactants are: Br[C:2]1[CH:14]=[CH:13][C:5]([O:6][CH:7]2[CH2:12][CH2:11][O:10][CH2:9][CH2:8]2)=[CH:4][CH:3]=1.C([Li])CCC.[S:20](Cl)([Cl:23])(=[O:22])=[O:21]. (5) Given the product [C:13]1([C@H:12]([N:19]=[CH:5][C:6]([F:7])([F:8])[F:9])[CH3:11])[CH:18]=[CH:17][CH:16]=[CH:15][CH:14]=1, predict the reactants needed to synthesize it. The reactants are: C(OC(O)[CH2:5][C:6]([F:9])([F:8])[F:7])C.[CH3:11][C@@H:12]([NH2:19])[C:13]1[CH:18]=[CH:17][CH:16]=[CH:15][CH:14]=1.C1(C)C=CC(S(O)(=O)=O)=CC=1.